From a dataset of Peptide-MHC class I binding affinity with 185,985 pairs from IEDB/IMGT. Regression. Given a peptide amino acid sequence and an MHC pseudo amino acid sequence, predict their binding affinity value. This is MHC class I binding data. (1) The peptide sequence is VELQIGWTV. The MHC is HLA-B58:01 with pseudo-sequence HLA-B58:01. The binding affinity (normalized) is 0.0847. (2) The peptide sequence is ESTINLLPY. The MHC is HLA-A03:01 with pseudo-sequence HLA-A03:01. The binding affinity (normalized) is 0.0847. (3) The MHC is H-2-Kb with pseudo-sequence H-2-Kb. The binding affinity (normalized) is 0. The peptide sequence is FMRMAWGGSY. (4) The peptide sequence is TRTSPNIPK. The MHC is HLA-B27:02 with pseudo-sequence HLA-B27:02. The binding affinity (normalized) is 0.0847.